Dataset: Reaction yield outcomes from USPTO patents with 853,638 reactions. Task: Predict the reaction yield, written as a fraction of the theoretical maximum amount of product (1.0 means a 100% yield; for example, 0.34 means a 34% yield). (1) The reactants are [CH2:1]([CH:4]1[O:9][C:8]2[CH:10]=[CH:11][CH:12]=[CH:13][C:7]=2[NH:6][CH2:5]1)[CH2:2][CH3:3].[Br:14][CH2:15][CH2:16][CH2:17]Br. No catalyst specified. The product is [CH2:1]([CH:4]1[O:9][C:8]2[CH:10]=[CH:11][CH:12]=[CH:13][C:7]=2[N:6]([CH2:17][CH2:16][CH2:15][Br:14])[CH2:5]1)[CH2:2][CH3:3]. The yield is 0.330. (2) The reactants are [OH-].[Na+].N1CCC[C@H]1C(O)=O.I[C:12]1[CH:13]=[C:14]([C:23]([O:25][CH2:26][CH3:27])=[O:24])[C:15]2[O:19][C:18]([CH3:21])([CH3:20])[CH2:17][C:16]=2[CH:22]=1.[CH3:28][S:29]([O-:31])=[O:30]. The catalyst is CS(C)=O.[Cu]I.O. The product is [CH3:20][C:18]1([CH3:21])[CH2:17][C:16]2[CH:22]=[C:12]([S:29]([CH3:28])(=[O:31])=[O:30])[CH:13]=[C:14]([C:23]([O:25][CH2:26][CH3:27])=[O:24])[C:15]=2[O:19]1. The yield is 0.440.